This data is from Forward reaction prediction with 1.9M reactions from USPTO patents (1976-2016). The task is: Predict the product of the given reaction. The product is: [Cl:1][C:2]1[CH:7]=[C:6]2[C:5](=[CH:4][CH:3]=1)[N:21]=[C:25]([NH2:24])[N:9]([CH2:10][C:11]1[C:16]([O:17][CH3:18])=[CH:15][CH:14]=[CH:13][C:12]=1[O:19][CH3:20])[CH2:8]2. Given the reactants [Cl:1][C:2]1[CH:3]=[CH:4][C:5]([N+:21]([O-])=O)=[C:6]([CH2:8][NH:9][CH2:10][C:11]2[C:16]([O:17][CH3:18])=[CH:15][CH:14]=[CH:13][C:12]=2[O:19][CH3:20])[CH:7]=1.[N:24]#[C:25]Br, predict the reaction product.